Dataset: NCI-60 drug combinations with 297,098 pairs across 59 cell lines. Task: Regression. Given two drug SMILES strings and cell line genomic features, predict the synergy score measuring deviation from expected non-interaction effect. Drug 1: C1C(C(OC1N2C=NC(=NC2=O)N)CO)O. Drug 2: CC1C(C(CC(O1)OC2CC(CC3=C2C(=C4C(=C3O)C(=O)C5=C(C4=O)C(=CC=C5)OC)O)(C(=O)CO)O)N)O.Cl. Cell line: SF-268. Synergy scores: CSS=45.2, Synergy_ZIP=-0.0900, Synergy_Bliss=1.39, Synergy_Loewe=-17.6, Synergy_HSA=2.43.